Dataset: Forward reaction prediction with 1.9M reactions from USPTO patents (1976-2016). Task: Predict the product of the given reaction. (1) Given the reactants [F:1][C:2]([F:14])([F:13])CNC1C=CC=C(N)C=1N.[CH2:15]([N:17]1[C:21]2[C:22]([NH:26][C:27](=[O:29])[CH3:28])=[CH:23][CH:24]=[CH:25][C:20]=2[N:19]=[C:18]1[CH3:30])C, predict the reaction product. The product is: [CH3:15][N:17]1[C:21]2[C:22]([NH:26][C:27](=[O:29])[CH3:28])=[CH:23][CH:24]=[CH:25][C:20]=2[N:19]=[C:18]1[CH2:30][C:2]([F:14])([F:13])[F:1]. (2) Given the reactants [Br:1][C:2]1[CH:7]=[CH:6][C:5]([C:8](=[O:10])[CH3:9])=[C:4]([N+:11]([O-:13])=[O:12])[CH:3]=1.CO[CH:16]([N:19]([CH3:21])[CH3:20])OC, predict the reaction product. The product is: [Br:1][C:2]1[CH:7]=[CH:6][C:5]([C:8](=[O:10])/[CH:9]=[CH:16]/[N:19]([CH3:21])[CH3:20])=[C:4]([N+:11]([O-:13])=[O:12])[CH:3]=1. (3) The product is: [F:1][C:2]1[CH:10]=[CH:9][C:5]([C:6]([O:8][CH3:14])=[O:7])=[CH:4][C:3]=1[O:24][CH3:23]. Given the reactants [F:1][C:2]1[CH:10]=[CH:9][C:5]([C:6]([OH:8])=[O:7])=[CH:4][C:3]=1O.CI.[C:14](=O)([O-])[O-].[K+].[K+].CN([CH:23]=[O:24])C, predict the reaction product. (4) Given the reactants [O:1]=[C:2]1[CH2:7][CH2:6][CH:5]([N:8]2[C:13](=[O:14])[C:12]([CH2:15][C:16]3[CH:21]=[CH:20][C:19]([C:22]4[CH:27]=[CH:26][CH:25]=[CH:24][C:23]=4[C:28]4[NH:32][C:31](=[O:33])[O:30][N:29]=4)=[CH:18][CH:17]=3)=[C:11]([CH2:34][CH2:35][CH3:36])[N:10]3[N:37]=[CH:38][N:39]=[C:9]23)[CH2:4][CH2:3]1.C(O[CH:44]([OH:47])[CH2:45]O)(=O)C.CC1C=CC(S(O)(=O)=O)=CC=1.[C:59](=O)([O-])[OH:60].[Na+], predict the reaction product. The product is: [OH:60][CH2:59][CH:45]1[CH2:44][O:47][C:2]2([CH2:7][CH2:6][CH:5]([N:8]3[C:13](=[O:14])[C:12]([CH2:15][C:16]4[CH:17]=[CH:18][C:19]([C:22]5[CH:27]=[CH:26][CH:25]=[CH:24][C:23]=5[C:28]5[NH:32][C:31](=[O:33])[O:30][N:29]=5)=[CH:20][CH:21]=4)=[C:11]([CH2:34][CH2:35][CH3:36])[N:10]4[N:37]=[CH:38][N:39]=[C:9]34)[CH2:4][CH2:3]2)[O:1]1. (5) Given the reactants [Cl:1][C:2]1[CH:3]=[C:4]([N+:11]([O-])=O)[C:5]2[O:9][CH2:8][CH2:7][C:6]=2[CH:10]=1.[Cl-].[NH4+], predict the reaction product. The product is: [Cl:1][C:2]1[CH:3]=[C:4]([NH2:11])[C:5]2[O:9][CH2:8][CH2:7][C:6]=2[CH:10]=1. (6) The product is: [CH2:22]([N:8]([CH2:1][C:2]1[CH:3]=[CH:4][CH:5]=[CH:6][CH:7]=1)[C:9]1[C:18]2[N:19]=[CH:20][N:21]([CH2:35][CH2:34][CH2:33][CH2:32][Cl:31])[C:17]=2[C:16]2[CH:15]=[CH:14][CH:13]=[CH:12][C:11]=2[N:10]=1)[C:23]1[CH:28]=[CH:27][CH:26]=[CH:25][CH:24]=1. Given the reactants [CH2:1]([N:8]([CH2:22][C:23]1[CH:28]=[CH:27][CH:26]=[CH:25][CH:24]=1)[C:9]1[C:18]2[N:19]=[CH:20][NH:21][C:17]=2[C:16]2[CH:15]=[CH:14][CH:13]=[CH:12][C:11]=2[N:10]=1)[C:2]1[CH:7]=[CH:6][CH:5]=[CH:4][CH:3]=1.[H-].[Na+].[Cl:31][CH2:32][CH2:33][CH2:34][CH2:35]I, predict the reaction product.